Dataset: Catalyst prediction with 721,799 reactions and 888 catalyst types from USPTO. Task: Predict which catalyst facilitates the given reaction. (1) Reactant: [H-].[Na+].[NH:3]1[CH:7]=[CH:6][N:5]=[CH:4]1.Br[CH2:9][C:10]1[S:14][C:13]([C:15]([O:17][CH2:18][CH3:19])=[O:16])=[N:12][CH:11]=1. The catalyst class is: 3. Product: [N:3]1([CH2:9][C:10]2[S:14][C:13]([C:15]([O:17][CH2:18][CH3:19])=[O:16])=[N:12][CH:11]=2)[CH:7]=[CH:6][N:5]=[CH:4]1. (2) Reactant: N1C2C(=CC=CC=2C(O)=O)C=CC=1.[C:14]1([C:44]2[CH:49]=[CH:48][CH:47]=[CH:46][CH:45]=2)[C:15]([C:20]([N:22]2[CH:27]=[C:26]([O:28]C)[CH2:25][CH2:24][CH:23]2[CH2:30][NH:31][C:32]([C:34]2[CH:35]=[CH:36][CH:37]=[C:38]3[C:43]=2[N:42]=[CH:41][CH:40]=[CH:39]3)=[O:33])=[O:21])=[CH:16][CH:17]=[CH:18][CH:19]=1.C(O)(C(F)(F)F)=O. Product: [C:14]1([C:44]2[CH:45]=[CH:46][CH:47]=[CH:48][CH:49]=2)[C:15]([C:20]([N:22]2[CH2:27][C:26](=[O:28])[CH2:25][CH2:24][CH:23]2[CH2:30][NH:31][C:32]([C:34]2[CH:35]=[CH:36][CH:37]=[C:38]3[C:43]=2[N:42]=[CH:41][CH:40]=[CH:39]3)=[O:33])=[O:21])=[CH:16][CH:17]=[CH:18][CH:19]=1. The catalyst class is: 2.